Task: Predict which catalyst facilitates the given reaction.. Dataset: Catalyst prediction with 721,799 reactions and 888 catalyst types from USPTO Reactant: Cl.Cl.[CH3:3][N:4]1[C:8]([CH2:9][NH:10][CH2:11][C:12]2[CH:19]=[CH:18][C:15]([C:16]#[N:17])=[C:14]([C:20]3[C:29]4[C:24](=[CH:25][CH:26]=[CH:27][CH:28]=4)[CH:23]=[CH:22][CH:21]=3)[CH:13]=2)=[CH:7][N:6]=[CH:5]1.[C:30]([C:32]1[CH:40]=[CH:39][C:35]([C:36](O)=[O:37])=[CH:34][CH:33]=1)#[N:31].C1CN([P+](ON2N=NC3C=CC=CC2=3)(N2CCCC2)N2CCCC2)CC1.F[P-](F)(F)(F)(F)F.C(N(CC)C(C)C)(C)C. The catalyst class is: 4. Product: [C:30]([C:32]1[CH:40]=[CH:39][C:35]([C:36]([N:10]([CH2:11][C:12]2[CH:19]=[CH:18][C:15]([C:16]#[N:17])=[C:14]([C:20]3[C:29]4[C:24](=[CH:25][CH:26]=[CH:27][CH:28]=4)[CH:23]=[CH:22][CH:21]=3)[CH:13]=2)[CH2:9][C:8]2[N:4]([CH3:3])[CH:5]=[N:6][CH:7]=2)=[O:37])=[CH:34][CH:33]=1)#[N:31].